Dataset: Reaction yield outcomes from USPTO patents with 853,638 reactions. Task: Predict the reaction yield, written as a fraction of the theoretical maximum amount of product (1.0 means a 100% yield; for example, 0.34 means a 34% yield). (1) The product is [CH2:10]([NH:17][C:18]([C:20]1[S:24][C:23]([NH:25][C:1](=[O:8])[C:2]2[CH:7]=[CH:6][CH:5]=[CH:4][CH:3]=2)=[N:22][C:21]=1[CH3:26])=[O:19])[C:11]1[CH:16]=[CH:15][CH:14]=[CH:13][CH:12]=1. The yield is 0.750. The catalyst is CN(C)C1C=CN=CC=1.O1CCCC1. The reactants are [C:1](Cl)(=[O:8])[C:2]1[CH:7]=[CH:6][CH:5]=[CH:4][CH:3]=1.[CH2:10]([NH:17][C:18]([C:20]1[S:24][C:23]([NH2:25])=[N:22][C:21]=1[CH3:26])=[O:19])[C:11]1[CH:16]=[CH:15][CH:14]=[CH:13][CH:12]=1.C(N(CC)CC)C. (2) The reactants are CN([C:4]([O:8][N:9]1N=NC2C=CC=C[C:10]1=2)=[N+](C)C)C.[B-](F)(F)(F)F.[F:23][C:24]1[N:32]=[CH:31][CH:30]=[CH:29][C:25]=1[C:26](O)=[O:27].Cl.CONC.C(N(C(C)C)CC)(C)C. The catalyst is ClCCl. The product is [F:23][C:24]1[N:32]=[CH:31][CH:30]=[CH:29][C:25]=1[C:26]([N:9]([O:8][CH3:4])[CH3:10])=[O:27]. The yield is 0.800. (3) The reactants are Br[C:2]1[C:7]([O:8][CH2:9][CH2:10][O:11][Si](C(C)(C)C)(C)C)=[CH:6][CH:5]=[CH:4][N:3]=1.[O-:19][CH2:20][CH3:21].[Na+]. The catalyst is CCO. The product is [CH2:20]([O:19][C:2]1[C:7]([O:8][CH2:9][CH2:10][OH:11])=[CH:6][CH:5]=[CH:4][N:3]=1)[CH3:21]. The yield is 0.410. (4) The reactants are [C:1]([O:5][C:6]([NH:8][CH:9](P(OC)(OC)=O)[C:10]([O:12][CH3:13])=[O:11])=[O:7])([CH3:4])([CH3:3])[CH3:2].N12CCCN=C1CCCCC2.[C:31]([N:35]1[C:39](=[O:40])[CH2:38][CH:37]([C:41]2[CH:48]=[CH:47][C:44]([CH:45]=O)=[CH:43][C:42]=2[F:49])[S:36]1(=[O:51])=[O:50])([CH3:34])([CH3:33])[CH3:32]. The catalyst is C(Cl)Cl. The product is [C:1]([O:5][C:6]([NH:8]/[C:9](=[CH:45]\[C:44]1[CH:47]=[CH:48][C:41]([CH:37]2[S:36](=[O:51])(=[O:50])[N:35]([C:31]([CH3:32])([CH3:34])[CH3:33])[C:39](=[O:40])[CH2:38]2)=[C:42]([F:49])[CH:43]=1)/[C:10]([O:12][CH3:13])=[O:11])=[O:7])([CH3:2])([CH3:3])[CH3:4]. The yield is 0.770. (5) The reactants are [C:1]([N:20]1[N:24]=[N:23][C:22]([CH2:25][CH2:26][CH2:27][CH2:28][N:29]2C(=O)C3C(=CC=CC=3)C2=O)=[N:21]1)([C:14]1[CH:19]=[CH:18][CH:17]=[CH:16][CH:15]=1)([C:8]1[CH:13]=[CH:12][CH:11]=[CH:10][CH:9]=1)[C:2]1[CH:7]=[CH:6][CH:5]=[CH:4][CH:3]=1.NN. The yield is 0.970. The catalyst is CC(O)C.C1COCC1. The product is [C:1]([N:20]1[N:24]=[N:23][C:22]([CH2:25][CH2:26][CH2:27][CH2:28][NH2:29])=[N:21]1)([C:2]1[CH:3]=[CH:4][CH:5]=[CH:6][CH:7]=1)([C:8]1[CH:13]=[CH:12][CH:11]=[CH:10][CH:9]=1)[C:14]1[CH:19]=[CH:18][CH:17]=[CH:16][CH:15]=1. (6) The reactants are [CH3:1][O:2][C:3]1[CH:4]=[C:5]2[C:9](=[CH:10][CH:11]=1)[NH:8][N:7]=[C:6]2[C:12]([O:14][CH3:15])=[O:13].[I:16][C:17]1[CH:18]=[C:19](B(O)O)[CH:20]=[CH:21][CH:22]=1. No catalyst specified. The product is [I:16][C:17]1[CH:22]=[C:21]([N:8]2[C:9]3[C:5](=[CH:4][C:3]([O:2][CH3:1])=[CH:11][CH:10]=3)[C:6]([C:12]([O:14][CH3:15])=[O:13])=[N:7]2)[CH:20]=[CH:19][CH:18]=1. The yield is 0.350. (7) The reactants are S(Cl)([Cl:3])=O.[C:5]([C:8]1[CH:9]=[C:10]2[C:15](=[CH:16][CH:17]=1)[C:13](=[O:14])[O:12][CH2:11]2)(O)=[O:6]. The catalyst is CN(C)C=O. The product is [Cl:3][C:5]([C:8]1[CH:9]=[C:10]2[C:15](=[CH:16][CH:17]=1)[C:13](=[O:14])[O:12][CH2:11]2)=[O:6]. The yield is 0.860. (8) The reactants are [N+:1]([C:4]1[CH:17]=[C:16]2[C:18]3[C:19]4[C:13]([C:14](=[O:21])[C:15]2=[O:20])=[CH:12][CH:11]=[CH:10][C:9]=4[C:8](=[O:22])[C:7](=[O:23])[C:6]=3[CH:5]=1)([O-])=O.S(S([O-])=O)([O-])=O.[OH-].[Na+]. The catalyst is O. The product is [NH2:1][C:4]1[CH:17]=[C:16]2[C:18]3[C:19]4[C:13]([C:14](=[O:21])[C:15]2=[O:20])=[CH:12][CH:11]=[CH:10][C:9]=4[C:8](=[O:22])[C:7](=[O:23])[C:6]=3[CH:5]=1. The yield is 0.560. (9) The reactants are [CH3:1][C:2]1[O:6][C:5]([NH2:7])=[N:4][CH:3]=1.Br[C:9]1[C:10](=[O:17])[N:11]([CH3:16])[CH:12]=[C:13]([Br:15])[CH:14]=1.CC1(C)C2C(=C(P(C3C=CC=CC=3)C3C=CC=CC=3)C=CC=2)OC2C(P(C3C=CC=CC=3)C3C=CC=CC=3)=CC=CC1=2.C([O-])([O-])=O.[Cs+].[Cs+]. The catalyst is C1C=CC(/C=C/C(/C=C/C2C=CC=CC=2)=O)=CC=1.C1C=CC(/C=C/C(/C=C/C2C=CC=CC=2)=O)=CC=1.C1C=CC(/C=C/C(/C=C/C2C=CC=CC=2)=O)=CC=1.[Pd].[Pd].O1CCOCC1. The product is [Br:15][C:13]1[CH:14]=[C:9]([NH:7][C:5]2[O:6][C:2]([CH3:1])=[CH:3][N:4]=2)[C:10](=[O:17])[N:11]([CH3:16])[CH:12]=1. The yield is 0.880. (10) The reactants are C(Cl)(=O)C(Cl)=O.[O:7]1[C:16]2[C:11](=[CH:12][CH:13]=[CH:14][CH:15]=2)[CH2:10][CH2:9][CH:8]1[C:17]([OH:19])=O.C[N:21](C)C=O. The catalyst is O1CCCC1.O. The product is [O:7]1[C:16]2[C:11](=[CH:12][CH:13]=[CH:14][CH:15]=2)[CH2:10][CH2:9][CH:8]1[C:17]([NH2:21])=[O:19]. The yield is 0.970.